This data is from Forward reaction prediction with 1.9M reactions from USPTO patents (1976-2016). The task is: Predict the product of the given reaction. (1) Given the reactants [Br:1][C:2]1[CH:7]=[CH:6][C:5]([CH2:8]Br)=[C:4]([I:10])[CH:3]=1.[C:11]1([P:17]([C:24]2[CH:29]=[CH:28][CH:27]=[CH:26][CH:25]=2)[C:18]2[CH:23]=[CH:22][CH:21]=[CH:20][CH:19]=2)[CH:16]=[CH:15][CH:14]=[CH:13][CH:12]=1.C1(C)C=CC=CC=1, predict the reaction product. The product is: [Br-:1].[Br:1][C:2]1[CH:7]=[CH:6][C:5]([CH2:8][P+:17]([C:18]2[CH:19]=[CH:20][CH:21]=[CH:22][CH:23]=2)([C:24]2[CH:29]=[CH:28][CH:27]=[CH:26][CH:25]=2)[C:11]2[CH:12]=[CH:13][CH:14]=[CH:15][CH:16]=2)=[C:4]([I:10])[CH:3]=1. (2) Given the reactants [Br:1][C:2]1[S:3][CH:4]=[C:5]2[C:10](=[O:11])[NH:9][CH:8]=[N:7][C:6]=12.[C:12](=O)([O-])[O-].[K+].[K+].C1(C)C=CC(S(OC)(=O)=O)=CC=1.O, predict the reaction product. The product is: [Br:1][C:2]1[S:3][CH:4]=[C:5]2[C:10](=[O:11])[N:9]([CH3:12])[CH:8]=[N:7][C:6]=12. (3) Given the reactants CS(O[CH2:6][CH2:7][C:8]1[N:20]=[C:19]2[N:10]([C:11]([NH2:23])=[N:12][C:13]3[C:14]([O:21][CH3:22])=[CH:15][CH:16]=[CH:17][C:18]=32)[N:9]=1)(=O)=O.[CH3:24][C:25]1[S:26][C:27]2[CH2:32][NH:31][CH2:30][C:28]=2[N:29]=1.CCN(C(C)C)C(C)C.[NH4+].[Cl-], predict the reaction product. The product is: [CH3:22][O:21][C:14]1[C:13]2[N:12]=[C:11]([NH2:23])[N:10]3[N:9]=[C:8]([CH2:7][CH2:6][N:31]4[CH2:32][C:27]5[S:26][C:25]([CH3:24])=[N:29][C:28]=5[CH2:30]4)[N:20]=[C:19]3[C:18]=2[CH:17]=[CH:16][CH:15]=1. (4) Given the reactants N12CCCN=C1CCCCC2.[CH3:12][O:13][C:14]1[CH:19]=[C:18]([CH3:20])[C:17]([S:21]([O:24]C2C(F)=C(F)C(F)=C(F)C=2F)(=[O:23])=O)=[C:16]([CH3:36])[CH:15]=1.Cl.Cl.Cl.[NH:40]1[CH2:43][CH2:42][C@H:41]1[CH2:44][O:45][CH2:46][C:47]([N:49]1[CH2:54][CH2:53][N:52]([CH:55]2[CH2:60][CH2:59][N:58]([CH3:61])[CH2:57][CH2:56]2)[CH2:51][CH2:50]1)=[O:48].C(=O)([O-])O.[Na+], predict the reaction product. The product is: [CH3:12][O:13][C:14]1[CH:15]=[C:16]([CH3:36])[C:17]([S:21]([N:40]2[CH2:43][CH2:42][C@H:41]2[CH2:44][O:45][CH2:46][C:47]([N:49]2[CH2:50][CH2:51][N:52]([CH:55]3[CH2:56][CH2:57][N:58]([CH3:61])[CH2:59][CH2:60]3)[CH2:53][CH2:54]2)=[O:48])(=[O:23])=[O:24])=[C:18]([CH3:20])[CH:19]=1. (5) Given the reactants FC1C=CC([C@@H]([C:10]2[N:19]=[C:18](NC3C=C(C)NN=3)[C:17]3[C:12](=[CH:13][CH:14]=[CH:15][CH:16]=3)[N:11]=2)O)=CC=1.FC1C=CC(C(C2N=C([NH:46][C:47]3[CH:51]=[C:50](C)[NH:49][N:48]=3)C3C(=CC=CC=3)N=2)O)=CC=1, predict the reaction product. The product is: [NH:49]1[CH:50]=[CH:51][C:47]([NH:46][C:10]2[N:19]=[CH:18][C:17]3[C:12](=[CH:13][CH:14]=[CH:15][CH:16]=3)[N:11]=2)=[N:48]1.